From a dataset of Forward reaction prediction with 1.9M reactions from USPTO patents (1976-2016). Predict the product of the given reaction. (1) Given the reactants [C:1]1([C:7]2[C:16]3[CH:15]=[C:14]([C:17]([O:19][CH3:20])=[O:18])[CH:13]=[CH:12][C:11]=3[CH2:10][CH2:9][CH:8]=2)[CH:6]=[CH:5][CH:4]=[CH:3][CH:2]=1.[H][H], predict the reaction product. The product is: [C:1]1([CH:7]2[C:16]3[CH:15]=[C:14]([C:17]([O:19][CH3:20])=[O:18])[CH:13]=[CH:12][C:11]=3[CH2:10][CH2:9][CH2:8]2)[CH:2]=[CH:3][CH:4]=[CH:5][CH:6]=1. (2) Given the reactants [Cl:1][C:2]1[CH:7]=[CH:6][C:5]([C:8]2[C:13]([C:14]3[CH:19]=[CH:18][C:17]([Cl:20])=[CH:16][CH:15]=3)=[CH:12][N:11]=[N:10][C:9]=2[NH:21][NH2:22])=[CH:4][CH:3]=1.[F:23][C:24]1[CH:29]=[CH:28][C:27]([C:30](=O)[C:31](O)=[O:32])=[CH:26][CH:25]=1, predict the reaction product. The product is: [Cl:20][C:17]1[CH:18]=[CH:19][C:14]([C:13]2[CH:12]=[N:11][N:10]3[C:31](=[O:32])[C:30]([C:27]4[CH:28]=[CH:29][C:24]([F:23])=[CH:25][CH:26]=4)=[N:22][N:21]=[C:9]3[C:8]=2[C:5]2[CH:4]=[CH:3][C:2]([Cl:1])=[CH:7][CH:6]=2)=[CH:15][CH:16]=1. (3) Given the reactants [C:1]([O:5][C:6]([N:8]1[CH2:13][CH2:12][C@:11]([OH:29])([C:14]2[CH:19]=[CH:18][C:17]([O:20][CH2:21][CH2:22][CH2:23][O:24][CH3:25])=[CH:16][C:15]=2[CH2:26][CH2:27][OH:28])[C@@H:10]([O:30][CH2:31][C:32]2[CH:33]=[CH:34][C:35]3[O:40][CH2:39][CH2:38][N:37]([CH2:41][CH2:42][CH2:43][O:44][CH3:45])[C:36]=3[CH:46]=2)[CH2:9]1)=[O:7])([CH3:4])([CH3:3])[CH3:2].CCN(CC)CC.[C:54]1([CH3:64])[CH:59]=[CH:58][C:57]([S:60](Cl)(=[O:62])=[O:61])=[CH:56][CH:55]=1, predict the reaction product. The product is: [C:1]([O:5][C:6]([N:8]1[CH2:13][CH2:12][C@:11]([OH:29])([C:14]2[CH:19]=[CH:18][C:17]([O:20][CH2:21][CH2:22][CH2:23][O:24][CH3:25])=[CH:16][C:15]=2[CH2:26][CH2:27][O:28][S:60]([C:57]2[CH:58]=[CH:59][C:54]([CH3:64])=[CH:55][CH:56]=2)(=[O:62])=[O:61])[C@@H:10]([O:30][CH2:31][C:32]2[CH:33]=[CH:34][C:35]3[O:40][CH2:39][CH2:38][N:37]([CH2:41][CH2:42][CH2:43][O:44][CH3:45])[C:36]=3[CH:46]=2)[CH2:9]1)=[O:7])([CH3:3])([CH3:4])[CH3:2]. (4) Given the reactants C([O:3][P:4]([CH2:9][CH2:10][C:11]([CH3:34])=[CH:12][CH2:13][C:14]1[C:15]([O:27]CC[Si](C)(C)C)=[C:16]2[C:20](=[C:21]([CH3:25])[C:22]=1[O:23][CH3:24])[CH2:19][O:18][C:17]2=[O:26])(=[O:8])[O:5]CC)C.C[Si](Br)(C)C.N1C(C)=CC=CC=1C, predict the reaction product. The product is: [OH:27][C:15]1[C:14]([CH2:13][CH:12]=[C:11]([CH3:34])[CH2:10][CH2:9][P:4](=[O:3])([OH:8])[OH:5])=[C:22]([O:23][CH3:24])[C:21]([CH3:25])=[C:20]2[C:16]=1[C:17](=[O:26])[O:18][CH2:19]2. (5) Given the reactants [F:1][C:2]1[CH:9]=[C:8]([F:10])[CH:7]=[CH:6][C:3]=1[CH2:4][NH2:5].[C:11](O)(=[O:18])[CH2:12][CH2:13][CH2:14][CH2:15][CH2:16][CH3:17].Cl.C(N=C=NCCCN(C)C)C, predict the reaction product. The product is: [F:1][C:2]1[CH:9]=[C:8]([F:10])[CH:7]=[CH:6][C:3]=1[CH2:4][NH:5][C:11](=[O:18])[CH2:12][CH2:13][CH2:14][CH2:15][CH2:16][CH3:17].